From a dataset of Full USPTO retrosynthesis dataset with 1.9M reactions from patents (1976-2016). Predict the reactants needed to synthesize the given product. (1) Given the product [CH:1]1([O:6][CH2:7][C:8]2[C:12]([CH2:13][O:14][C:19]3[CH:20]=[CH:21][C:22]([C:25]4[CH:26]=[C:27]5[C:32](=[CH:33][CH:34]=4)[N:31]=[C:30]([C:35]([O:37][CH3:38])=[O:36])[CH:29]=[CH:28]5)=[CH:23][CH:24]=3)=[C:11]([CH:15]([CH3:17])[CH3:16])[O:10][N:9]=2)[CH2:2][CH2:3][CH2:4][CH2:5]1, predict the reactants needed to synthesize it. The reactants are: [CH:1]1([O:6][CH2:7][C:8]2[C:12]([CH2:13][OH:14])=[C:11]([CH:15]([CH3:17])[CH3:16])[O:10][N:9]=2)[CH2:5][CH2:4][CH2:3][CH2:2]1.O[C:19]1[CH:24]=[CH:23][C:22]([C:25]2[CH:26]=[C:27]3[C:32](=[CH:33][CH:34]=2)[N:31]=[C:30]([C:35]([O:37][CH3:38])=[O:36])[CH:29]=[CH:28]3)=[CH:21][CH:20]=1.C1(P(C2C=CC=CC=2)C2C=CC=CC=2)C=CC=CC=1.N(C(OC(C)C)=O)=NC(OC(C)C)=O. (2) The reactants are: Cl[C:2]1[N:3]=[C:4]([N:11]2[CH2:16][CH2:15][O:14][C:13]3[CH:17]=[CH:18][CH:19]=[CH:20][C:12]2=3)[C:5]2[S:10][CH:9]=[CH:8][C:6]=2[N:7]=1.[NH2:21][C:22]1[N:27]=[CH:26][C:25](B2OC(C)(C)C(C)(C)O2)=[CH:24][N:23]=1.CC#N.CC([O-])=O.[K+]. Given the product [O:14]1[CH2:15][CH2:16][N:11]([C:4]2[C:5]3[S:10][CH:9]=[CH:8][C:6]=3[N:7]=[C:2]([C:25]3[CH:24]=[N:23][C:22]([NH2:21])=[N:27][CH:26]=3)[N:3]=2)[C:12]2[CH:20]=[CH:19][CH:18]=[CH:17][C:13]1=2, predict the reactants needed to synthesize it. (3) Given the product [C:24]([C:25]1[CH:26]=[C:27]([C:31]2[CH:36]=[CH:35][CH:34]=[CH:33][N:32]=2)[CH:28]=[CH:29][CH:30]=1)#[CH:23], predict the reactants needed to synthesize it. The reactants are: [OH-].C([N+](CCCC)(CCCC)CCCC)CCC.C[Si]([C:23]#[C:24][C:25]1[CH:26]=[C:27]([C:31]2[CH:36]=[CH:35][CH:34]=[CH:33][N:32]=2)[CH:28]=[CH:29][CH:30]=1)(C)C.ClCCl.O. (4) The reactants are: [F:1][C:2]([F:7])([F:6])[C:3]([OH:5])=[O:4].C(OC(=O)[NH:14][CH:15]([CH2:34][C:35]1[CH:40]=[CH:39][C:38]([OH:41])=[CH:37][CH:36]=1)[C:16]([N:18]1[CH2:21][C:20]([O:29][CH2:30][CH2:31][CH2:32][CH3:33])([C:22]2[CH:27]=[CH:26][CH:25]=[CH:24][C:23]=2[CH3:28])[CH2:19]1)=[O:17])(C)(C)C. Given the product [F:1][C:2]([F:7])([F:6])[C:3]([OH:5])=[O:4].[NH2:14][CH:15]([CH2:34][C:35]1[CH:36]=[CH:37][C:38]([OH:41])=[CH:39][CH:40]=1)[C:16]([N:18]1[CH2:19][C:20]([O:29][CH2:30][CH2:31][CH2:32][CH3:33])([C:22]2[CH:27]=[CH:26][CH:25]=[CH:24][C:23]=2[CH3:28])[CH2:21]1)=[O:17], predict the reactants needed to synthesize it. (5) The reactants are: [CH:1]1([C:6]2[S:7][CH2:8][CH:9]([C:11]([O:13][CH2:14][CH3:15])=[O:12])[N:10]=2)[CH2:5][CH2:4][CH2:3][CH2:2]1. Given the product [CH:1]1([C:6]2[S:7][CH:8]=[C:9]([C:11]([O:13][CH2:14][CH3:15])=[O:12])[N:10]=2)[CH2:2][CH2:3][CH2:4][CH2:5]1, predict the reactants needed to synthesize it.